This data is from NCI-60 drug combinations with 297,098 pairs across 59 cell lines. The task is: Regression. Given two drug SMILES strings and cell line genomic features, predict the synergy score measuring deviation from expected non-interaction effect. (1) Drug 1: C1CCN(CC1)CCOC2=CC=C(C=C2)C(=O)C3=C(SC4=C3C=CC(=C4)O)C5=CC=C(C=C5)O. Drug 2: CC1=C(C=C(C=C1)C(=O)NC2=CC(=CC(=C2)C(F)(F)F)N3C=C(N=C3)C)NC4=NC=CC(=N4)C5=CN=CC=C5. Cell line: OVCAR-4. Synergy scores: CSS=0.422, Synergy_ZIP=2.46, Synergy_Bliss=3.85, Synergy_Loewe=1.07, Synergy_HSA=1.28. (2) Drug 1: C1=CC(=C2C(=C1NCCNCCO)C(=O)C3=C(C=CC(=C3C2=O)O)O)NCCNCCO. Drug 2: CC1C(C(CC(O1)OC2CC(OC(C2O)C)OC3=CC4=CC5=C(C(=O)C(C(C5)C(C(=O)C(C(C)O)O)OC)OC6CC(C(C(O6)C)O)OC7CC(C(C(O7)C)O)OC8CC(C(C(O8)C)O)(C)O)C(=C4C(=C3C)O)O)O)O. Cell line: ACHN. Synergy scores: CSS=57.9, Synergy_ZIP=7.28, Synergy_Bliss=9.37, Synergy_Loewe=-6.57, Synergy_HSA=9.98. (3) Drug 1: CC1OCC2C(O1)C(C(C(O2)OC3C4COC(=O)C4C(C5=CC6=C(C=C35)OCO6)C7=CC(=C(C(=C7)OC)O)OC)O)O. Drug 2: CC12CCC3C(C1CCC2OP(=O)(O)O)CCC4=C3C=CC(=C4)OC(=O)N(CCCl)CCCl.[Na+]. Cell line: UO-31. Synergy scores: CSS=12.5, Synergy_ZIP=-10.5, Synergy_Bliss=-15.6, Synergy_Loewe=-14.1, Synergy_HSA=-13.8. (4) Drug 1: CN(C)C1=NC(=NC(=N1)N(C)C)N(C)C. Drug 2: CC1=CC=C(C=C1)C2=CC(=NN2C3=CC=C(C=C3)S(=O)(=O)N)C(F)(F)F. Cell line: UACC62. Synergy scores: CSS=-0.454, Synergy_ZIP=1.20, Synergy_Bliss=0.348, Synergy_Loewe=-0.911, Synergy_HSA=-1.23.